Dataset: Full USPTO retrosynthesis dataset with 1.9M reactions from patents (1976-2016). Task: Predict the reactants needed to synthesize the given product. Given the product [OH:1][C@@:2]1([C:9]#[C:10][C:11]2[CH:12]=[C:13]([N:20]3[C:24]4=[N:25][CH:26]=[CH:27][CH:28]=[C:23]4[C:22]([C:29]([NH2:33])=[O:31])=[N:21]3)[CH:14]=[C:15]([CH:17]([OH:19])[CH3:18])[CH:16]=2)[CH2:6][CH2:5][N:4]([CH3:7])[C:3]1=[O:8], predict the reactants needed to synthesize it. The reactants are: [OH:1][C@@:2]1([C:9]#[C:10][C:11]2[CH:12]=[C:13]([N:20]3[C:24]4=[N:25][CH:26]=[CH:27][CH:28]=[C:23]4[C:22]([C:29]([O:31]C)=O)=[N:21]3)[CH:14]=[C:15]([CH:17]([OH:19])[CH3:18])[CH:16]=2)[CH2:6][CH2:5][N:4]([CH3:7])[C:3]1=[O:8].[NH3:33].